This data is from Forward reaction prediction with 1.9M reactions from USPTO patents (1976-2016). The task is: Predict the product of the given reaction. (1) Given the reactants Br[C:2]1[N:6]2[N:7]=[C:8]([NH:11][CH2:12][CH2:13][CH2:14][CH2:15][OH:16])[CH:9]=[CH:10][C:5]2=[N:4][CH:3]=1.[CH:17](/B(O)O)=[CH:18]\[CH2:19][CH2:20][CH2:21][CH3:22].[ClH:26], predict the reaction product. The product is: [ClH:26].[CH:17](/[C:2]1[N:6]2[N:7]=[C:8]([NH:11][CH2:12][CH2:13][CH2:14][CH2:15][OH:16])[CH:9]=[CH:10][C:5]2=[N:4][CH:3]=1)=[CH:18]\[CH2:19][CH2:20][CH2:21][CH3:22]. (2) Given the reactants [Cl:1][C:2]1[C:3](=[O:29])[N:4]([CH3:28])[C:5](=[O:27])[C:6]=1[N:7]=P(C1C=CC=CC=1)(C1C=CC=CC=1)C1C=CC=CC=1, predict the reaction product. The product is: [NH2:7][C:6]1[C:5](=[O:27])[N:4]([CH3:28])[C:3](=[O:29])[C:2]=1[Cl:1]. (3) Given the reactants [ClH:1].[ClH:2].[C@H:3]12[CH2:9][C@H:6]([NH:7][CH2:8]1)[CH2:5][N:4]2[CH2:10][C:11]1[C:20]([CH:21]2[CH2:23][CH2:22]2)=[CH:19][C:14]([C:15]([O:17][CH3:18])=[O:16])=[C:13]([F:24])[CH:12]=1.C(=O)([O-])[O-].[K+].[K+], predict the reaction product. The product is: [CH:21]1([C:20]2[C:11]([CH2:10][N:4]3[CH2:5][C@@H:6]4[CH2:9][C@H:3]3[CH2:8][N:7]4[C@H:21]([C:20]3[CH:11]=[C:12]([Cl:1])[CH:13]=[C:14]([Cl:2])[CH:19]=3)[CH3:22])=[CH:12][C:13]([F:24])=[C:14]([CH:19]=2)[C:15]([O:17][CH3:18])=[O:16])[CH2:23][CH2:22]1.